From a dataset of Catalyst prediction with 721,799 reactions and 888 catalyst types from USPTO. Predict which catalyst facilitates the given reaction. (1) Reactant: Br[CH2:2][C:3]([CH2:5]Br)=O.[NH2:7][C:8]([NH2:10])=[S:9].Cl.[CH3:12][OH:13]. Product: [CH3:12][O:13][CH2:2][C:3]1[N:7]=[C:8]([NH2:10])[S:9][CH:5]=1. The catalyst class is: 6. (2) Reactant: CO[C:3](=O)[C@@H:4]([N:6]([C:15](=[O:26])[C@H:16]([NH:18][C:19](OC(C)(C)C)=[O:20])[CH3:17])[CH2:7][C:8]1[CH:13]=[CH:12][C:11]([F:14])=[CH:10][CH:9]=1)C.FC(F)(F)C(O)=O. Product: [F:14][C:11]1[CH:12]=[CH:13][C:8]([CH2:7][N:6]2[C@@H:4]([CH3:3])[C:19](=[O:20])[NH:18][C@H:16]([CH3:17])[C:15]2=[O:26])=[CH:9][CH:10]=1. The catalyst class is: 4. (3) Reactant: [CH2:1]([N:3]1[CH:7]=[C:6]([C:8]2[CH:9]=[C:10]([CH:12]=[CH:13][CH:14]=2)[NH2:11])[C:5]([C:15]2[CH:20]=[CH:19][N:18]=[CH:17][CH:16]=2)=[N:4]1)[CH3:2].[F:21][C:22]1[CH:27]=[C:26]([N:28]=[C:29]=[O:30])[CH:25]=[CH:24][C:23]=1[I:31]. Product: [CH2:1]([N:3]1[CH:7]=[C:6]([C:8]2[CH:9]=[C:10]([NH:11][C:29]([NH:28][C:26]3[CH:25]=[CH:24][C:23]([I:31])=[C:22]([F:21])[CH:27]=3)=[O:30])[CH:12]=[CH:13][CH:14]=2)[C:5]([C:15]2[CH:16]=[CH:17][N:18]=[CH:19][CH:20]=2)=[N:4]1)[CH3:2]. The catalyst class is: 2.